This data is from Full USPTO retrosynthesis dataset with 1.9M reactions from patents (1976-2016). The task is: Predict the reactants needed to synthesize the given product. (1) Given the product [OH:1][CH2:2][C:3]([C@H:5]([C@H:7]([C@@H:9]([CH2:11][OH:12])[OH:10])[OH:8])[OH:6])=[O:4], predict the reactants needed to synthesize it. The reactants are: [O:1]=[CH:2][C@@H:3]([C@H:5]([C@H:7]([C@@H:9]([CH2:11][OH:12])[OH:10])[OH:8])[OH:6])[OH:4].O=C[C@@H]([C@H]([C@@H]([C@@H](CO)O)O)O)O. (2) Given the product [CH2:1]([O:8][CH2:9][C:10]([NH:18][C:19]1[C:26]([OH:27])=[C:25]([F:28])[C:24]([C:29]2[CH:34]=[CH:33][CH:32]=[CH:31][CH:30]=2)=[C:23]([CH3:35])[C:20]=1[C:21]#[N:22])=[O:11])[C:2]1[CH:7]=[CH:6][CH:5]=[CH:4][CH:3]=1, predict the reactants needed to synthesize it. The reactants are: [CH2:1]([O:8][CH2:9][C:10](Cl)=[O:11])[C:2]1[CH:7]=[CH:6][CH:5]=[CH:4][CH:3]=1.O1CCCC1.[NH2:18][C:19]1[C:26]([OH:27])=[C:25]([F:28])[C:24]([C:29]2[CH:34]=[CH:33][CH:32]=[CH:31][CH:30]=2)=[C:23]([CH3:35])[C:20]=1[C:21]#[N:22].C(=O)([O-])O.[Na+]. (3) Given the product [CH3:11][NH:12][CH2:4][C:5]1[CH:10]=[CH:9][CH:8]=[CH:7][CH:6]=1, predict the reactants needed to synthesize it. The reactants are: ClCC=[CH:4][C:5]1[CH:10]=[CH:9][CH:8]=[CH:7][CH:6]=1.[CH3:11][NH2:12]. (4) Given the product [C:1]([O:5][C:6]([N:8]1[CH2:11][CH:10]([O:12][C:13]2[CH:14]=[C:15]3[C:24](=[CH:25][C:26]=2[C:30]([CH3:32])=[CH2:31])[O:23][CH2:22][C:21]2[N:16]3[CH:17]([CH3:29])[C:18](=[O:28])[NH:19][N:20]=2)[CH2:9]1)=[O:7])([CH3:4])([CH3:3])[CH3:2], predict the reactants needed to synthesize it. The reactants are: [C:1]([O:5][C:6]([N:8]1[CH2:11][CH:10]([O:12][C:13]2[CH:14]=[C:15]3[C:24](=[CH:25][C:26]=2Br)[O:23][CH2:22][C:21]2[N:16]3[CH:17]([CH3:29])[C:18](=[O:28])[NH:19][N:20]=2)[CH2:9]1)=[O:7])([CH3:4])([CH3:3])[CH3:2].[C:30](B(O)O)([CH3:32])=[CH2:31].C([O-])([O-])=O.[K+].[K+].C(Cl)Cl. (5) Given the product [Cl:1][CH2:2][C:3]1[N:20]([CH3:21])[C:6]2=[N:7][C:8]([S:11][C:12]3[CH:13]=[C:14]([CH3:19])[C:15]([N+:27]([O-:29])=[O:28])=[C:16]([CH3:18])[CH:17]=3)=[CH:9][CH:10]=[C:5]2[N:4]=1, predict the reactants needed to synthesize it. The reactants are: [Cl:1][CH2:2][C:3]1[N:20]([CH3:21])[C:6]2=[N:7][C:8]([S:11][C:12]3[CH:17]=[C:16]([CH3:18])[CH:15]=[C:14]([CH3:19])[CH:13]=3)=[CH:9][CH:10]=[C:5]2[N:4]=1.S(=O)(=O)(O)O.[N+:27]([O-])([OH:29])=[O:28]. (6) Given the product [C:7]([C:6]1[C:5]([O:9][CH3:10])=[C:4]([CH2:11][CH2:12][CH3:13])[S:3][C:2]=1[NH:1][C:26]([CH:20]1[CH2:25][CH2:24][CH2:23][CH2:22][CH2:21]1)=[O:27])#[N:8], predict the reactants needed to synthesize it. The reactants are: [NH2:1][C:2]1[S:3][C:4]([CH2:11][CH2:12][CH3:13])=[C:5]([O:9][CH3:10])[C:6]=1[C:7]#[N:8].N1C=CC=CC=1.[CH:20]1([C:26](Cl)=[O:27])[CH2:25][CH2:24][CH2:23][CH2:22][CH2:21]1. (7) Given the product [CH:1]1([C:7]2[C:12]([C:13]([F:16])([F:15])[F:14])=[CH:11][C:10]([O:17][CH3:18])=[CH:9][C:8]=2[O:19][CH3:20])[CH2:2][CH2:3][CH2:4][CH2:5][CH2:6]1, predict the reactants needed to synthesize it. The reactants are: [C:1]1([C:7]2[C:12]([C:13]([F:16])([F:15])[F:14])=[CH:11][C:10]([O:17][CH3:18])=[CH:9][C:8]=2[O:19][CH3:20])[CH2:6][CH2:5][CH2:4][CH2:3][CH:2]=1. (8) Given the product [CH:21]1([N:16]2[CH2:15][C:14]3([CH2:24][CH2:25][N:11]([S:8]([C:5]4[CH:6]=[CH:7][C:2]([C:35]5[CH:44]=[C:43]6[C:38]([CH:39]=[CH:40][CH:41]=[N:42]6)=[CH:37][CH:36]=5)=[CH:3][CH:4]=4)(=[O:10])=[O:9])[CH2:12][CH:13]3[F:26])[O:19][CH2:18][C:17]2=[O:20])[CH2:23][CH2:22]1, predict the reactants needed to synthesize it. The reactants are: Br[C:2]1[CH:7]=[CH:6][C:5]([S:8]([N:11]2[CH2:25][CH2:24][C:14]3([O:19][CH2:18][C:17](=[O:20])[N:16]([CH:21]4[CH2:23][CH2:22]4)[CH2:15]3)[CH:13]([F:26])[CH2:12]2)(=[O:10])=[O:9])=[CH:4][CH:3]=1.CC1(C)C(C)(C)OB([C:35]2[CH:44]=[C:43]3[C:38]([CH:39]=[CH:40][CH:41]=[N:42]3)=[CH:37][CH:36]=2)O1.C([O-])([O-])=O.[Cs+].[Cs+]. (9) Given the product [OH:1][C@@H:2]1[CH2:7][CH2:6][C@H:5]([NH:8][C:9]2[N:17]=[C:16]3[C:12]([NH:13][C:14](=[O:26])[N:15]3[C:18]3[CH:23]=[CH:22][CH:21]=[CH:20][C:19]=3[O:24][CH3:25])=[C:11]([C:27]([NH2:32])=[O:29])[N:10]=2)[CH2:4][CH2:3]1, predict the reactants needed to synthesize it. The reactants are: [OH:1][C@@H:2]1[CH2:7][CH2:6][C@H:5]([NH:8][C:9]2[N:17]=[C:16]3[C:12]([NH:13][C:14](=[O:26])[N:15]3[C:18]3[CH:23]=[CH:22][CH:21]=[CH:20][C:19]=3[O:24][CH3:25])=[C:11]([C:27]([O:29]CC)=O)[N:10]=2)[CH2:4][CH2:3]1.[NH2:32]C1C(C(OCC)=O)=NC(N[C@H]2CC[C@@H](O)CC2)=NC=1NC1C=CC=CC=1OC.